Dataset: Full USPTO retrosynthesis dataset with 1.9M reactions from patents (1976-2016). Task: Predict the reactants needed to synthesize the given product. Given the product [C:1]([C:5]1[CH:6]=[C:7]([NH:30][S:31]([CH3:34])(=[O:32])=[O:33])[C:8]([O:28][CH3:29])=[C:9]([NH:11][C:12]([C:14]2[N:15]([CH3:27])[C:16]3[C:21]([CH:22]=2)=[CH:20][CH:19]=[CH:18][C:17]=3[CH2:23][OH:24])=[O:13])[CH:10]=1)([CH3:4])([CH3:2])[CH3:3], predict the reactants needed to synthesize it. The reactants are: [C:1]([C:5]1[CH:6]=[C:7]([NH:30][S:31]([CH3:34])(=[O:33])=[O:32])[C:8]([O:28][CH3:29])=[C:9]([NH:11][C:12]([C:14]2[N:15]([CH3:27])[C:16]3[C:21]([CH:22]=2)=[CH:20][CH:19]=[CH:18][C:17]=3[C:23](OC)=[O:24])=[O:13])[CH:10]=1)([CH3:4])([CH3:3])[CH3:2].[H-].[Al+3].[Li+].[H-].[H-].[H-].[OH-].[Na+].